Dataset: Full USPTO retrosynthesis dataset with 1.9M reactions from patents (1976-2016). Task: Predict the reactants needed to synthesize the given product. (1) Given the product [CH:21]1([C:19]([N:6]2[C:5]3[C:10](=[CH:11][C:2]([C:48]4[CH:44]=[N:45][NH:46][CH:47]=4)=[CH:3][CH:4]=3)[N:9]([C:12]([O:14][CH:15]([CH3:17])[CH3:16])=[O:13])[CH2:8][C@@H:7]2[CH3:18])=[O:20])[CH2:23][CH2:22]1, predict the reactants needed to synthesize it. The reactants are: Br[C:2]1[CH:11]=[C:10]2[C:5]([N:6]([C:19]([CH:21]3[CH2:23][CH2:22]3)=[O:20])[C@@H:7]([CH3:18])[CH2:8][N:9]2[C:12]([O:14][CH:15]([CH3:17])[CH3:16])=[O:13])=[CH:4][CH:3]=1.O1CCOCC1.C(=O)([O-])[O-].[Cs+].[Cs+].CC1(C)C(C)(C)OB([C:44]2[CH:48]=[CH:47][N:46](C([O-])=O)[N:45]=2)O1. (2) Given the product [C:1]1([C:13]2[C:14](=[O:33])[NH:15][C:16](=[O:32])[C:17]=2[C:18]2[C:26]3[O:25][CH:24]=[CH:23][C:22]=3[C:21]([O:27][CH2:28][CH2:29][CH2:30][Br:35])=[CH:20][CH:19]=2)[C:11]2=[C:12]3[C:7](=[CH:8][CH:9]=[CH:10]2)[CH2:6][CH2:5][CH2:4][N:3]3[CH:2]=1, predict the reactants needed to synthesize it. The reactants are: [C:1]1([C:13]2[C:14](=[O:33])[NH:15][C:16](=[O:32])[C:17]=2[C:18]2[C:26]3[O:25][CH:24]=[CH:23][C:22]=3[C:21]([O:27][CH2:28][CH2:29][CH2:30]O)=[CH:20][CH:19]=2)[C:11]2=[C:12]3[C:7](=[CH:8][CH:9]=[CH:10]2)[CH2:6][CH2:5][CH2:4][N:3]3[CH:2]=1.C(Br)(Br)(Br)[Br:35].C1(P(C2C=CC=CC=2)C2C=CC=CC=2)C=CC=CC=1. (3) The reactants are: [Br:1][C:2]1[CH:9]=[C:8]([O:10][CH3:11])[C:7]([O:12][CH3:13])=[CH:6][C:3]=1[CH:4]=[O:5].[CH2:14](O)[CH2:15][OH:16].C1(C)C=CC(S(O)(=O)=O)=CC=1.C(=O)(O)[O-].[Na+]. Given the product [Br:1][C:2]1[CH:9]=[C:8]([O:10][CH3:11])[C:7]([O:12][CH3:13])=[CH:6][C:3]=1[CH:4]1[O:16][CH2:15][CH2:14][O:5]1, predict the reactants needed to synthesize it. (4) Given the product [CH:18]1([CH2:21][O:22][C:23]2[CH:24]=[CH:25][C:26]([N:29]3[CH2:34][CH2:33][N:32]([C:2]4[N:10]=[CH:9][N:8]=[C:7]5[C:3]=4[N:4]=[C:5]([C:12]4[CH:13]=[N:14][N:15]([CH3:17])[CH:16]=4)[N:6]5[CH3:11])[CH2:31][CH2:30]3)=[CH:27][CH:28]=2)[CH2:19][CH2:20]1, predict the reactants needed to synthesize it. The reactants are: Cl[C:2]1[N:10]=[CH:9][N:8]=[C:7]2[C:3]=1[N:4]=[C:5]([C:12]1[CH:13]=[N:14][N:15]([CH3:17])[CH:16]=1)[N:6]2[CH3:11].[CH:18]1([CH2:21][O:22][C:23]2[CH:28]=[CH:27][C:26]([N:29]3[CH2:34][CH2:33][NH:32][CH2:31][CH2:30]3)=[CH:25][CH:24]=2)[CH2:20][CH2:19]1.C(N(CC)CC)C.